From a dataset of Forward reaction prediction with 1.9M reactions from USPTO patents (1976-2016). Predict the product of the given reaction. (1) Given the reactants C(OC([N:8]1[CH2:13][CH2:12][C:11]([C:18]2[CH:23]=[CH:22][C:21]([Cl:24])=[CH:20][CH:19]=2)([CH2:14][CH:15]([F:17])[F:16])[CH2:10][CH2:9]1)=O)(C)(C)C.O1CCOCC1, predict the reaction product. The product is: [Cl:24][C:21]1[CH:22]=[CH:23][C:18]([C:11]2([CH2:14][CH:15]([F:17])[F:16])[CH2:10][CH2:9][NH:8][CH2:13][CH2:12]2)=[CH:19][CH:20]=1. (2) Given the reactants C([C:5]1[C:10]([NH2:11])=[C:9]([N:12]2[CH2:17][CH2:16][CH2:15][C@H:14]([O:18][Si:19]([C:22]([CH3:25])([CH3:24])[CH3:23])([CH3:21])[CH3:20])[CH2:13]2)[CH:8]=[CH:7][N:6]=1)(C)(C)C.[NH2:26][C:27]1[C:28]([C:34](O)=[O:35])=[N:29][C:30]([Br:33])=[CH:31][CH:32]=1, predict the reaction product. The product is: [NH2:26][C:27]1[C:28]([C:34]([NH:11][C:10]2[CH:5]=[N:6][CH:7]=[CH:8][C:9]=2[N:12]2[CH2:17][CH2:16][CH2:15][C@H:14]([O:18][Si:19]([C:22]([CH3:23])([CH3:24])[CH3:25])([CH3:21])[CH3:20])[CH2:13]2)=[O:35])=[N:29][C:30]([Br:33])=[CH:31][CH:32]=1. (3) Given the reactants [CH3:1][O:2][C:3]1[CH:18]=[CH:17][CH:16]=[CH:15][C:4]=1[O:5][CH:6]([C:11]([O:13]C)=O)[C:7]([O:9]C)=O.C[O-].[Na+].Cl.[N:23]1[CH:28]=[CH:27][CH:26]=[C:25]([C:29](=[NH:31])[NH2:30])[N:24]=1, predict the reaction product. The product is: [CH3:1][O:2][C:3]1[CH:18]=[CH:17][CH:16]=[CH:15][C:4]=1[O:5][C:6]1[C:7]([OH:9])=[N:30][C:29]([C:25]2[N:24]=[N:23][CH:28]=[CH:27][CH:26]=2)=[N:31][C:11]=1[OH:13]. (4) Given the reactants [CH2:1]([S:3][C:4]1[CH:9]=[CH:8][C:7]([F:10])=[CH:6][C:5]=1[NH:11][NH2:12])[CH3:2].[NH2:13][C:14]1[C:22]([Br:23])=[CH:21][C:20]([O:24][C:25]([F:28])([F:27])[F:26])=[CH:19][C:15]=1[C:16](O)=[O:17].N[C:30]1C(C(NNC2C=C(C#N)C=CC=2SCC)=O)=CC(Br)=CN=1, predict the reaction product. The product is: [Br:23][C:22]1[CH:21]=[C:20]([O:24][C:25]([F:28])([F:27])[F:26])[CH:19]=[C:15]2[C:14]=1[N:13]=[CH:30][N:12]([NH:11][C:5]1[CH:6]=[C:7]([F:10])[CH:8]=[CH:9][C:4]=1[S:3][CH2:1][CH3:2])[C:16]2=[O:17].